The task is: Regression. Given a peptide amino acid sequence and an MHC pseudo amino acid sequence, predict their binding affinity value. This is MHC class I binding data.. This data is from Peptide-MHC class I binding affinity with 185,985 pairs from IEDB/IMGT. (1) The peptide sequence is MPSACANGW. The MHC is HLA-B07:02 with pseudo-sequence HLA-B07:02. The binding affinity (normalized) is 0.365. (2) The peptide sequence is STTFHQTLQD. The MHC is HLA-A02:06 with pseudo-sequence HLA-A02:06. The binding affinity (normalized) is 0. (3) The binding affinity (normalized) is 0. The MHC is HLA-A29:02 with pseudo-sequence HLA-A29:02. The peptide sequence is TRYPLTFGW. (4) The peptide sequence is EVAEKDAMY. The MHC is HLA-B18:01 with pseudo-sequence HLA-B18:01. The binding affinity (normalized) is 0.0847. (5) The peptide sequence is KFNPMKTYI. The MHC is HLA-A01:01 with pseudo-sequence HLA-A01:01. The binding affinity (normalized) is 0.274.